From a dataset of Forward reaction prediction with 1.9M reactions from USPTO patents (1976-2016). Predict the product of the given reaction. (1) Given the reactants C([N:8]1[CH2:13][CH2:12][CH2:11][CH:10]([NH:14][C:15]2[CH:16]=[C:17]([N:26](CC3C=CC(OC)=CC=3)[C:27]3[CH:32]=[CH:31][CH:30]=[CH:29][CH:28]=3)[C:18]3[N:19](C(C#N)=C[N:23]=3)[N:20]=2)C1)C1C=CC=CC=1.ClC1C=C(N(CC2C=CC(OC)=CC=2)C2C=CC=CC=2)C2N([C:49]([CH:52]=[CH:53][C:54]3C=CN=CC=3)=[CH:50]N=2)N=1.[C:76](O)([C:78](F)(F)F)=O, predict the reaction product. The product is: [NH2:8][C@H:13]1[CH2:12][CH2:11][C@H:10]([NH:14][C:15]2[CH:16]=[C:17]([NH:26][C:27]3[CH:28]=[CH:29][CH:30]=[CH:31][CH:32]=3)[C:18]3[N:19]([C:49]([C:52]#[C:53][CH3:54])=[CH:50][N:23]=3)[N:20]=2)[CH2:78][CH2:76]1. (2) Given the reactants FC(F)(F)C(O)=O.[CH3:8][N:9]1[N:25]=[CH:24][C:23]2[NH:22][C:21](=[O:26])[C@H:20]([CH:27]([CH3:29])[CH3:28])[CH:19]=[CH:18][CH2:17][C@H:16]([NH:30][C:31](=[O:37])[O:32][C:33]([CH3:36])([CH3:35])[CH3:34])[C:15]3[CH:38]=[C:11]([CH:12]=[CH:13][N:14]=3)[C:10]1=2, predict the reaction product. The product is: [CH3:8][N:9]1[N:25]=[CH:24][C:23]2[NH:22][C:21](=[O:26])[C@H:20]([CH:27]([CH3:29])[CH3:28])[CH2:19][CH2:18][CH2:17][C@H:16]([NH:30][C:31](=[O:37])[O:32][C:33]([CH3:36])([CH3:35])[CH3:34])[C:15]3[CH:38]=[C:11]([CH:12]=[CH:13][N:14]=3)[C:10]1=2. (3) Given the reactants [NH2:1][CH2:2][CH2:3][CH2:4][N:5]1[C:17]2[C:16]3[CH:15]=[CH:14][CH:13]=[CH:12][C:11]=3[N:10]=[C:9]([NH2:18])[C:8]=2[N:7]=[C:6]1[CH2:19][CH2:20][O:21][CH3:22].[CH:23]([C:25]1[CH:26]=[CH:27][C:28]([O:39][CH3:40])=[C:29]([CH:38]=1)[O:30][CH2:31][C:32]([O:34][CH:35]([CH3:37])[CH3:36])=[O:33])=O, predict the reaction product. The product is: [NH2:18][C:9]1[C:8]2[N:7]=[C:6]([CH2:19][CH2:20][O:21][CH3:22])[N:5]([CH2:4][CH2:3][CH2:2][NH:1][CH2:23][C:25]3[CH:26]=[CH:27][C:28]([O:39][CH3:40])=[C:29]([CH:38]=3)[O:30][CH2:31][C:32]([O:34][CH:35]([CH3:37])[CH3:36])=[O:33])[C:17]=2[C:16]2[CH:15]=[CH:14][CH:13]=[CH:12][C:11]=2[N:10]=1. (4) Given the reactants [C:1]([O:5][C:6]([CH:8]=P(C1C=CC=CC=1)(C1C=CC=CC=1)C1C=CC=CC=1)=[O:7])([CH3:4])([CH3:3])[CH3:2].[CH2:28]1[CH:35]2[CH:31]([CH2:32][C:33](=[O:36])[CH2:34]2)[CH2:30][C:29]1=O, predict the reaction product. The product is: [O:36]=[C:33]1[CH2:34][CH:35]2[CH:31]([CH2:30][C:29](=[CH:8][C:6]([O:5][C:1]([CH3:2])([CH3:3])[CH3:4])=[O:7])[CH2:28]2)[CH2:32]1. (5) The product is: [NH2:29][C:18]1[CH:17]=[C:16]([CH:21]=[CH:20][C:19]=1[N:22]1[CH2:27][CH2:26][O:25][CH2:24][C:23]1=[O:28])[C:15]([NH:14][C@H:9]([C:7]1[NH:6][C:5]2[CH:33]=[CH:34][C:2]([Cl:1])=[CH:3][C:4]=2[N:8]=1)[CH2:10][CH2:11][S:12][CH3:13])=[O:32]. Given the reactants [Cl:1][C:2]1[CH:34]=[CH:33][C:5]2[NH:6][C:7]([C@@H:9]([NH:14][C:15](=[O:32])[C:16]3[CH:21]=[CH:20][C:19]([N:22]4[CH2:27][CH2:26][O:25][CH2:24][C:23]4=[O:28])=[C:18]([N+:29]([O-])=O)[CH:17]=3)[CH2:10][CH2:11][S:12][CH3:13])=[N:8][C:4]=2[CH:3]=1.O.O.[Sn](Cl)Cl.C(=O)([O-])O.[Na+], predict the reaction product. (6) Given the reactants C([O:3][C:4](=O)/[CH:5]=[C:6](/[C:8]1[CH:13]=[CH:12][C:11]([Cl:14])=[C:10]([Cl:15])[CH:9]=1)\[CH3:7])C.Cl.[NH2:18][C:19]([NH2:21])=[NH:20].C[O-].[Na+], predict the reaction product. The product is: [NH2:20][C:19]1[NH:21][C:4](=[O:3])[CH2:5][C:6]([C:8]2[CH:13]=[CH:12][C:11]([Cl:14])=[C:10]([Cl:15])[CH:9]=2)([CH3:7])[N:18]=1. (7) Given the reactants [Cl:1][C:2]1[CH:7]=[CH:6][C:5]([Cl:8])=[CH:4][C:3]=1[C:9]1[C:10]2[C:22](=[O:23])[CH2:21][CH2:20][C:11]=2[N:12]([CH2:16][C:17](O)=[O:18])[C:13](=[O:15])[CH:14]=1.[NH2:24][C:25]1[CH:30]=[CH:29][C:28]([C:31]2[N:35]([C:36]([O:38][C:39]([CH3:42])([CH3:41])[CH3:40])=[O:37])[NH:34][C:33](=[O:43])[CH:32]=2)=[CH:27][CH:26]=1, predict the reaction product. The product is: [Cl:1][C:2]1[CH:7]=[CH:6][C:5]([Cl:8])=[CH:4][C:3]=1[C:9]1[C:10]2[C:22](=[O:23])[CH2:21][CH2:20][C:11]=2[N:12]([CH2:16][C:17]([NH:24][C:25]2[CH:30]=[CH:29][C:28]([C:31]3[N:35]([C:36]([O:38][C:39]([CH3:41])([CH3:40])[CH3:42])=[O:37])[NH:34][C:33](=[O:43])[CH:32]=3)=[CH:27][CH:26]=2)=[O:18])[C:13](=[O:15])[CH:14]=1. (8) Given the reactants [Br:1][C:2]1[C:10]2[NH:9][N:8]=[CH:7][C:6]=2[C:5]2[CH2:11][N:12]([CH2:21][CH2:22][O:23][CH3:24])[C:13](=[O:20])[C@H:14]([CH2:16][C:17](O)=[O:18])[CH2:15][C:4]=2[CH:3]=1.Cl.[NH:26]1[CH2:31][CH2:30][CH:29]([C:32]2[C:33](=[O:42])[NH:34][C:35]3[C:40]([CH:41]=2)=[CH:39][CH:38]=[CH:37][CH:36]=3)[CH2:28][CH2:27]1.ClC1C2NN=CC=2C2CN(CC(C)(C)C)C(=O)[C@@H](CC(=O)N3CCC(N4CC5C(=CC=CC=5)NC4=O)CC3)CC=2C=1, predict the reaction product. The product is: [Br:1][C:2]1[C:10]2[NH:9][N:8]=[CH:7][C:6]=2[C:5]2[CH2:11][N:12]([CH2:21][CH2:22][O:23][CH3:24])[C:13](=[O:20])[C@H:14]([CH2:16][C:17](=[O:18])[N:26]3[CH2:27][CH2:28][CH:29]([C:32]4[C:33](=[O:42])[NH:34][C:35]5[C:40]([CH:41]=4)=[CH:39][CH:38]=[CH:37][CH:36]=5)[CH2:30][CH2:31]3)[CH2:15][C:4]=2[CH:3]=1. (9) The product is: [CH3:81][N:82]([CH3:86])[CH2:83][CH2:84][NH:85][C:7]1[N:8]=[C:3]([O:2][CH3:1])[C:4]2[C:17]([C:18]3[CH:23]=[CH:22][CH:21]=[CH:20][CH:19]=3)=[C:16]([C:24]3[CH:25]=[CH:26][C:27]([C:30]4([NH:34][C:35](=[O:41])[O:36][C:37]([CH3:40])([CH3:39])[CH3:38])[CH2:31][CH2:32][CH2:33]4)=[CH:28][CH:29]=3)[O:15][C:5]=2[N:6]=1. Given the reactants [CH3:1][O:2][C:3]1[C:4]2[C:17]([C:18]3[CH:23]=[CH:22][CH:21]=[CH:20][CH:19]=3)=[C:16]([C:24]3[CH:29]=[CH:28][C:27]([C:30]4([NH:34][C:35](=[O:41])[O:36][C:37]([CH3:40])([CH3:39])[CH3:38])[CH2:33][CH2:32][CH2:31]4)=[CH:26][CH:25]=3)[O:15][C:5]=2[N:6]=[C:7](N2CCOCC2)[N:8]=1.COC1C2C(C3C=CC=CC=3)=C(C3C=CC(C4(NC(=O)OC(C)(C)C)CCC4)=CC=3)OC=2N=C(S(C)(=O)=O)N=1.[CH3:81][N:82]([CH3:86])[CH2:83][CH2:84][NH2:85], predict the reaction product. (10) Given the reactants FC(F)(F)C(O)=O.[Cl:8][C:9]1[CH:28]=[CH:27][C:12]([O:13][C:14]2[C:23]3[C:18](=[CH:19][C:20]([OH:26])=[C:21]([O:24][CH3:25])[CH:22]=3)[N:17]=[CH:16][N:15]=2)=[C:11]([F:29])[CH:10]=1.C(=O)([O-])[O-].[K+].[K+].[CH3:36][N:37]1[CH2:42][CH2:41][N:40]([CH2:43][CH2:44][CH2:45]OS(C2C=CC(C)=CC=2)(=O)=O)[CH2:39][CH2:38]1, predict the reaction product. The product is: [Cl:8][C:9]1[CH:28]=[CH:27][C:12]([O:13][C:14]2[C:23]3[C:18](=[CH:19][C:20]([O:26][CH2:45][CH2:44][CH2:43][N:40]4[CH2:41][CH2:42][N:37]([CH3:36])[CH2:38][CH2:39]4)=[C:21]([O:24][CH3:25])[CH:22]=3)[N:17]=[CH:16][N:15]=2)=[C:11]([F:29])[CH:10]=1.